Dataset: Forward reaction prediction with 1.9M reactions from USPTO patents (1976-2016). Task: Predict the product of the given reaction. (1) Given the reactants [Cl:1][C:2]1[CH:3]=[C:4]([CH:25]=[CH:26][CH:27]=1)[O:5][C:6]1[C:11]([O:12][CH2:13][CH2:14][CH2:15][C:16]2[CH:21]=[CH:20][N:19]=[CH:18][C:17]=2C(O)=O)=[CH:10][CH:9]=[CH:8][N:7]=1.C1(P([N:42]=[N+]=[N-])(C2C=CC=CC=2)=O)C=CC=CC=1.C(N(CC)CC)C, predict the reaction product. The product is: [Cl:1][C:2]1[CH:3]=[C:4]([CH:25]=[CH:26][CH:27]=1)[O:5][C:6]1[C:11]([O:12][CH2:13][CH2:14][CH2:15][C:16]2[CH:21]=[CH:20][N:19]=[CH:18][C:17]=2[NH2:42])=[CH:10][CH:9]=[CH:8][N:7]=1. (2) Given the reactants [NH2:1][C:2]1[CH:3]=[C:4]([S:18]([NH:21][C:22]([CH3:25])([CH3:24])[CH3:23])(=[O:20])=[O:19])[CH:5]=[CH:6][C:7]=1[NH:8][C:9]1[CH:14]=[CH:13][C:12]([CH2:15][CH2:16][Cl:17])=[CH:11][CH:10]=1.[C:26](Cl)(=O)[CH2:27][CH3:28], predict the reaction product. The product is: [C:22]([NH:21][S:18]([C:4]1[CH:5]=[CH:6][C:7]2[N:8]([C:9]3[CH:10]=[CH:11][C:12]([CH2:15][CH2:16][Cl:17])=[CH:13][CH:14]=3)[C:26]([CH2:27][CH3:28])=[N:1][C:2]=2[CH:3]=1)(=[O:19])=[O:20])([CH3:25])([CH3:24])[CH3:23]. (3) Given the reactants Br[C:2]1[CH:3]=[CH:4][C:5]2[O:14][CH2:13][CH2:12][C:11]3[CH:10]=[C:9]([C:15]4[N:19]([C:20]5[CH:25]=[CH:24][C:23]([F:26])=[CH:22][C:21]=5[F:27])[N:18]=[CH:17][N:16]=4)[S:8][C:7]=3[C:6]=2[CH:28]=1.F[B-](F)(F)F.C(P(CCCC)CCCC)CCC.C[OH:48].N12CCCN=C1CCCCC2.C1[CH2:64][O:63][CH2:62]C1, predict the reaction product. The product is: [CH3:62][O:63][C:64]([C:2]1[CH:3]=[CH:4][C:5]2[O:14][CH2:13][CH2:12][C:11]3[CH:10]=[C:9]([C:15]4[N:19]([C:20]5[CH:25]=[CH:24][C:23]([F:26])=[CH:22][C:21]=5[F:27])[N:18]=[CH:17][N:16]=4)[S:8][C:7]=3[C:6]=2[CH:28]=1)=[O:48].